Dataset: Reaction yield outcomes from USPTO patents with 853,638 reactions. Task: Predict the reaction yield, written as a fraction of the theoretical maximum amount of product (1.0 means a 100% yield; for example, 0.34 means a 34% yield). (1) The reactants are [CH3:1][CH:2]([CH3:43])[C@H:3]([NH:38][C:39](=[O:42])[O:40][CH3:41])[C:4](=[O:37])[N:5]1[CH2:9][CH2:8][CH2:7][C@H:6]1[C:10]1[NH:11][C:12]([C:15]2[CH:20]=[CH:19][C:18]([C:21]3[CH:26]=[CH:25][C:24]([C:27]4[NH:31][C:30]([C@@H:32]5[CH2:36][CH2:35][CH2:34][NH:33]5)=[N:29][CH:28]=4)=[CH:23][CH:22]=3)=[CH:17][CH:16]=2)=[CH:13][N:14]=1.[NH:44](C(OCC1C=CC=CC=1)=O)[C@H:45]([C:49](O)=[O:50])[CH:46]([CH3:48])[CH3:47].CCN(C(C)C)C(C)C.CN(C(ON1N=NC2C=CC=NC1=2)=[N+](C)C)C.F[P-](F)(F)(F)(F)F. The catalyst is CN(C=O)C.CO.[Pd]. The product is [NH2:44][C@@H:45]([CH:46]([CH3:48])[CH3:47])[C:49]([N:33]1[CH2:34][CH2:35][CH2:36][C@H:32]1[C:30]1[NH:31][C:27]([C:24]2[CH:23]=[CH:22][C:21]([C:18]3[CH:19]=[CH:20][C:15]([C:12]4[NH:11][C:10]([C@@H:6]5[CH2:7][CH2:8][CH2:9][N:5]5[C:4](=[O:37])[C@@H:3]([NH:38][C:39](=[O:42])[O:40][CH3:41])[CH:2]([CH3:43])[CH3:1])=[N:14][CH:13]=4)=[CH:16][CH:17]=3)=[CH:26][CH:25]=2)=[CH:28][N:29]=1)=[O:50]. The yield is 0.770. (2) The reactants are [OH:1][CH:2]1[CH2:6][CH2:5][O:4][CH2:3]1.[H-].[Na+].[CH3:9][O:10][C:11](=[O:22])[C:12]1[CH:17]=[CH:16][C:15]([N+:18]([O-:20])=[O:19])=[C:14](F)[CH:13]=1. The catalyst is C1COCC1.O. The product is [CH3:9][O:10][C:11](=[O:22])[C:12]1[CH:13]=[CH:14][C:15]([N+:18]([O-:20])=[O:19])=[C:16]([O:1][CH:2]2[CH2:6][CH2:5][O:4][CH2:3]2)[CH:17]=1. The yield is 0.180.